From a dataset of Full USPTO retrosynthesis dataset with 1.9M reactions from patents (1976-2016). Predict the reactants needed to synthesize the given product. (1) Given the product [Br:18][C:19]1[C:24]([CH3:25])=[CH:23][C:22]([O:11][CH:12]2[CH2:16][CH2:15][CH:14]([OH:17])[CH2:13]2)=[CH:21][C:20]=1[CH3:27], predict the reactants needed to synthesize it. The reactants are: CC1C=CC(S([O:11][CH:12]2[CH2:16][CH2:15][CH:14]([OH:17])[CH2:13]2)(=O)=O)=CC=1.[Br:18][C:19]1[C:24]([CH3:25])=[CH:23][C:22](O)=[CH:21][C:20]=1[CH3:27]. (2) Given the product [CH2:35]([C:38]1[CH:43]=[C:42]([CH3:44])[CH:41]=[CH:40][C:39]=1[CH2:45][O:46][CH2:20][C:18]1[CH:19]=[C:15]2[N:14]=[C:13]([CH3:22])[C:12]([C@H:23]([O:29][C:30]([CH3:33])([CH3:32])[CH3:31])[C:24]([O:26][CH2:27][CH3:28])=[O:25])=[C:11]([N:8]3[CH2:9][CH2:10][C:5]([O:4][CH2:1][CH:2]=[CH2:3])([CH3:34])[CH2:6][CH2:7]3)[N:16]2[N:17]=1)[CH:36]=[CH2:37], predict the reactants needed to synthesize it. The reactants are: [CH2:1]([O:4][C:5]1([CH3:34])[CH2:10][CH2:9][N:8]([C:11]2[N:16]3[N:17]=[C:18]([CH2:20]I)[CH:19]=[C:15]3[N:14]=[C:13]([CH3:22])[C:12]=2[C@H:23]([O:29][C:30]([CH3:33])([CH3:32])[CH3:31])[C:24]([O:26][CH2:27][CH3:28])=[O:25])[CH2:7][CH2:6]1)[CH:2]=[CH2:3].[CH2:35]([C:38]1[CH:43]=[C:42]([CH3:44])[CH:41]=[CH:40][C:39]=1[CH2:45][OH:46])[CH:36]=[CH2:37].[H-].[Na+]. (3) Given the product [NH2:4][CH:5]1[CH2:14][C:13]2[C:8](=[CH:9][CH:10]=[CH:11][CH:12]=2)[NH:7][C:6]1=[O:15], predict the reactants needed to synthesize it. The reactants are: C([NH:4][C:5]1(C(OCC)=O)[CH2:14][C:13]2[C:8](=[CH:9][CH:10]=[CH:11][CH:12]=2)[NH:7][C:6]1=[O:15])(=O)C. (4) Given the product [CH3:15][N:16]([CH3:17])[CH:18]=[C:12]([N:10]1[CH:11]=[C:7]([C:3]2[CH:2]=[N:1][CH:6]=[CH:5][CH:4]=2)[N:8]=[CH:9]1)[C:13]#[N:14], predict the reactants needed to synthesize it. The reactants are: [N:1]1[CH:6]=[CH:5][CH:4]=[C:3]([C:7]2[N:8]=[CH:9][N:10]([CH2:12][C:13]#[N:14])[CH:11]=2)[CH:2]=1.[CH3:15][N:16]([CH:18](OC)OC)[CH3:17]. (5) Given the product [Br:11][C:12]1[N:13]=[CH:14][N:15]([CH2:18][O:19][CH2:20][CH2:21][Si:22]([CH3:25])([CH3:24])[CH3:23])[C:16]=1[C:3]1[CH:4]=[N:5][CH:6]=[CH:7][CH:8]=1, predict the reactants needed to synthesize it. The reactants are: C[Sn](C)(C)[C:3]1[CH:4]=[N:5][CH:6]=[CH:7][CH:8]=1.[Br:11][C:12]1[N:13]=[CH:14][N:15]([CH2:18][O:19][CH2:20][CH2:21][Si:22]([CH3:25])([CH3:24])[CH3:23])[C:16]=1Br.